Dataset: Full USPTO retrosynthesis dataset with 1.9M reactions from patents (1976-2016). Task: Predict the reactants needed to synthesize the given product. (1) Given the product [Cl:38][C:24]1[C:25]([NH:27][C@@H:28]2[C@@H:33]3[CH2:34][C@@H:30]([CH:31]=[CH:32]3)[C@@H:29]2[C:35]([NH2:37])=[O:36])=[N:26][C:21]([NH:1][C:2]2[CH:3]=[CH:4][C:5]3[C:11]([CH3:13])([CH3:12])[CH2:10][CH2:9][C:8](=[O:14])[N:7]([CH2:15][CH2:16][O:17][CH3:18])[C:6]=3[CH:19]=2)=[N:22][CH:23]=1, predict the reactants needed to synthesize it. The reactants are: [NH2:1][C:2]1[CH:3]=[CH:4][C:5]2[C:11]([CH3:13])([CH3:12])[CH2:10][CH2:9][C:8](=[O:14])[N:7]([CH2:15][CH2:16][O:17][CH3:18])[C:6]=2[CH:19]=1.Cl[C:21]1[N:26]=[C:25]([NH:27][C@@H:28]2[C@@H:33]3[CH2:34][C@@H:30]([CH:31]=[CH:32]3)[C@@H:29]2[C:35]([NH2:37])=[O:36])[C:24]([Cl:38])=[CH:23][N:22]=1. (2) Given the product [C:1]1([C:29]2[CH:30]=[CH:31][CH:32]=[CH:33][CH:34]=2)[CH:6]=[CH:5][C:4]([CH:7]2[CH:26]=[C:25]3[C:10](=[C:11]([Br:40])[C:12]4[CH:13]=[C:14]5[C:22]([C:23]([CH3:27])([CH3:28])[C:24]=43)=[C:21]3[C:16]([CH:17]=[CH:18][CH:19]=[CH:20]3)=[N:15]5)[CH:9]=[CH:8]2)=[CH:3][CH:2]=1, predict the reactants needed to synthesize it. The reactants are: [C:1]1([C:29]2[CH:34]=[CH:33][CH:32]=[CH:31][CH:30]=2)[CH:6]=[CH:5][C:4]([CH:7]2[CH:26]=[C:25]3[C:10](=[CH:11][C:12]4[CH:13]=[C:14]5[C:22]([C:23]([CH3:28])([CH3:27])[C:24]=43)=[C:21]3[C:16]([CH:17]=[CH:18][CH:19]=[CH:20]3)=[N:15]5)[CH:9]=[CH:8]2)=[CH:3][CH:2]=1.CN(C=O)C.[Br:40]N1C(=O)CCC1=O. (3) Given the product [NH2:32][C:27]1[C:26]([C:24]([NH:23][C:20]2[CH:21]=[CH:22][C:16]3[CH2:15][CH2:14][C:13]4[C:12]([C:42]([NH2:44])=[O:43])=[N:11][N:10]([C:8]5[CH:7]=[CH:6][C:5]6[O:1][CH2:2][O:3][C:4]=6[CH:9]=5)[C:18]=4[C:17]=3[CH:19]=2)=[O:25])=[CH:31][CH:30]=[CH:29][N:28]=1, predict the reactants needed to synthesize it. The reactants are: [O:1]1[C:5]2[CH:6]=[CH:7][C:8]([N:10]3[C:18]4[C:17]5[CH:19]=[C:20]([NH:23][C:24]([C:26]6[C:27]([NH:32]CC7C=CC(OC)=CC=7)=[N:28][CH:29]=[CH:30][CH:31]=6)=[O:25])[CH:21]=[CH:22][C:16]=5[CH2:15][CH2:14][C:13]=4[C:12]([C:42]([NH2:44])=[O:43])=[N:11]3)=[CH:9][C:4]=2[O:3][CH2:2]1.C(O)(C(F)(F)F)=O.C([O-])([O-])=O.[Na+].[Na+]. (4) Given the product [CH3:1][C:2]1[CH:6]=[C:5]([NH:7][C:8]2[C:9]3[CH:10]=[N:11][NH:12][C:13]=3[CH:14]=[CH:15][CH:16]=2)[N:4]([C:17]2[CH:22]=[C:21]([S:23]([CH3:24])=[O:31])[N:20]=[C:19]([CH3:25])[N:18]=2)[N:3]=1, predict the reactants needed to synthesize it. The reactants are: [CH3:1][C:2]1[CH:6]=[C:5]([NH:7][C:8]2[C:9]3[CH:10]=[N:11][NH:12][C:13]=3[CH:14]=[CH:15][CH:16]=2)[N:4]([C:17]2[CH:22]=[C:21]([S:23][CH3:24])[N:20]=[C:19]([CH3:25])[N:18]=2)[N:3]=1.ClC1C=C(C=CC=1)C(OO)=[O:31].